This data is from Full USPTO retrosynthesis dataset with 1.9M reactions from patents (1976-2016). The task is: Predict the reactants needed to synthesize the given product. (1) Given the product [Cl:1][C:2]1[CH:3]=[C:4]2[C:9](=[CH:10][C:11]=1[OH:24])[O:8][CH:7]([C:13]([F:16])([F:15])[F:14])[C:6]([C:17]([O:19][CH2:20][CH3:21])=[O:18])=[CH:5]2, predict the reactants needed to synthesize it. The reactants are: [Cl:1][C:2]1[CH:3]=[C:4]2[C:9](=[CH:10][C:11]=1F)[O:8][CH:7]([C:13]([F:16])([F:15])[F:14])[C:6]([C:17]([O:19][CH2:20][CH3:21])=[O:18])=[CH:5]2.CS(CCO)(=O)=[O:24].[H-].[Na+]. (2) Given the product [F:1][C:2]([F:15])([F:14])[S:3]([O:6][CH2:17][C@@H:18]1[CH2:19][CH2:20][C:21](=[O:23])[O:22]1)(=[O:5])=[O:4], predict the reactants needed to synthesize it. The reactants are: [F:1][C:2]([F:15])([F:14])[S:3]([O:6]S(C(F)(F)F)(=O)=O)(=[O:5])=[O:4].O[CH2:17][C@H:18]1[O:22][C:21](=[O:23])[CH2:20][CH2:19]1.N1C(C)=CC=CC=1C.